The task is: Regression. Given a peptide amino acid sequence and an MHC pseudo amino acid sequence, predict their binding affinity value. This is MHC class I binding data.. This data is from Peptide-MHC class I binding affinity with 185,985 pairs from IEDB/IMGT. (1) The peptide sequence is VYSVFYLYL. The MHC is HLA-A29:02 with pseudo-sequence HLA-A29:02. The binding affinity (normalized) is 0. (2) The peptide sequence is EMVDELVTR. The MHC is HLA-A03:01 with pseudo-sequence HLA-A03:01. The binding affinity (normalized) is 0. (3) The peptide sequence is IGRGKNHAR. The MHC is HLA-B15:17 with pseudo-sequence HLA-B15:17. The binding affinity (normalized) is 0.0847. (4) The binding affinity (normalized) is 0.0847. The MHC is HLA-C07:01 with pseudo-sequence HLA-C07:01. The peptide sequence is RYYLSFFHI. (5) The peptide sequence is VVPRYGVRL. The MHC is HLA-A02:11 with pseudo-sequence HLA-A02:11. The binding affinity (normalized) is 0.456. (6) The peptide sequence is YADHGANQL. The MHC is HLA-A26:03 with pseudo-sequence HLA-A26:03. The binding affinity (normalized) is 0.0847. (7) The peptide sequence is GPKVKQWPL. The MHC is HLA-A68:02 with pseudo-sequence HLA-A68:02. The binding affinity (normalized) is 0.